From a dataset of Full USPTO retrosynthesis dataset with 1.9M reactions from patents (1976-2016). Predict the reactants needed to synthesize the given product. Given the product [NH2:1][C:2]1[C:7]2=[CH:8][CH:9]=[C:10]([C@@H:11]3[O:15][C@H:14]([CH:16]=[O:17])[C@@H:13]([O:18][Si:19]([C:22]([CH3:25])([CH3:24])[CH3:23])([CH3:20])[CH3:21])[CH2:12]3)[N:6]2[N:5]=[CH:4][N:3]=1, predict the reactants needed to synthesize it. The reactants are: [NH2:1][C:2]1[C:7]2=[CH:8][CH:9]=[C:10]([C@@H:11]3[O:15][C@H:14]([CH2:16][OH:17])[C@@H:13]([O:18][Si:19]([C:22]([CH3:25])([CH3:24])[CH3:23])([CH3:21])[CH3:20])[CH2:12]3)[N:6]2[N:5]=[CH:4][N:3]=1.